Dataset: Forward reaction prediction with 1.9M reactions from USPTO patents (1976-2016). Task: Predict the product of the given reaction. Given the reactants [C:1]([C:4]1[CH:8]=[C:7]([CH3:9])[N:6]([CH2:10][CH3:11])[N:5]=1)(=[O:3])[CH3:2].C[Si]([N-][Si](C)(C)C)(C)C.[Li+].C(O[C@H:26]1[NH:29][C:28](=[O:30])[C@@H:27]1[C@H:31]([O:33][Si:34]([C:37]([CH3:40])([CH3:39])[CH3:38])([CH3:36])[CH3:35])[CH3:32])(=O)C.[Cl-].[NH4+], predict the reaction product. The product is: [CH2:10]([N:6]1[C:7]([CH3:9])=[CH:8][C:4]([C:1]([CH2:2][C@H:26]2[NH:29][C:28](=[O:30])[C@@H:27]2[C@H:31]([O:33][Si:34]([C:37]([CH3:38])([CH3:40])[CH3:39])([CH3:36])[CH3:35])[CH3:32])=[O:3])=[N:5]1)[CH3:11].